Task: Predict the reactants needed to synthesize the given product.. Dataset: Full USPTO retrosynthesis dataset with 1.9M reactions from patents (1976-2016) (1) Given the product [NH2:2][C:5]1[CH:6]=[C:7]([O:14][C:15]2[CH:16]=[N:17][CH:18]=[CH:19][CH:20]=2)[CH:8]=[CH:9][C:10]=1[NH2:11], predict the reactants needed to synthesize it. The reactants are: Cl.[N+:2]([C:5]1[CH:6]=[C:7]([O:14][C:15]2[CH:16]=[N:17][CH:18]=[CH:19][CH:20]=2)[CH:8]=[CH:9][C:10]=1[N+:11]([O-])=O)([O-])=O. (2) Given the product [OH:7][C@H:8]([C@@H:13]([OH:30])[C:14]([N:16]([CH2:21][C:22]1[CH:27]=[CH:26][C:25]([O:28][CH3:29])=[CH:24][CH:23]=1)[CH2:17][C:18]([CH3:20])=[CH2:19])=[O:15])[C:9]([O:11][CH3:12])=[O:10], predict the reactants needed to synthesize it. The reactants are: [C-]#N.[K+].C([O:7][C@H:8]([C@@H:13]([O:30]C(=O)C)[C:14]([N:16]([CH2:21][C:22]1[CH:27]=[CH:26][C:25]([O:28][CH3:29])=[CH:24][CH:23]=1)[CH2:17][C:18]([CH3:20])=[CH2:19])=[O:15])[C:9]([O:11][CH3:12])=[O:10])(=O)C.C([O-])(O)=O.[Na+]. (3) Given the product [C:1]([O:5][C:6](=[O:20])[NH:7][C@@H:8]([CH3:19])[C@@H:9]([C:11]1[CH:16]=[CH:15][C:14]([CH2:17][CH3:18])=[CH:13][CH:12]=1)[OH:10])([CH3:4])([CH3:3])[CH3:2], predict the reactants needed to synthesize it. The reactants are: [C:1]([O:5][C:6](=[O:20])[NH:7][C@@H:8]([CH3:19])[C:9]([C:11]1[CH:16]=[CH:15][C:14]([CH2:17][CH3:18])=[CH:13][CH:12]=1)=[O:10])([CH3:4])([CH3:3])[CH3:2].[Al](C(C)C)(C(C)C)C(C)C.CC(O)C. (4) Given the product [CH3:1][O:2][C:3](=[O:35])[CH:4]([N:15]1[C:21](=[O:22])[CH2:20][CH2:19][N:18]([C:23](=[O:34])/[CH:24]=[CH:25]/[C:26]2[CH:31]=[CH:30][C:29]([Cl:32])=[C:28]([Cl:33])[CH:27]=2)[CH2:17][CH2:16]1)[CH2:5][CH2:6][OH:7], predict the reactants needed to synthesize it. The reactants are: [CH3:1][O:2][C:3](=[O:35])[CH:4]([N:15]1[C:21](=[O:22])[CH2:20][CH2:19][N:18]([C:23](=[O:34])/[CH:24]=[CH:25]/[C:26]2[CH:31]=[CH:30][C:29]([Cl:32])=[C:28]([Cl:33])[CH:27]=2)[CH2:17][CH2:16]1)[CH2:5][CH2:6][O:7][Si](C(C)(C)C)(C)C.Cl.